From a dataset of Full USPTO retrosynthesis dataset with 1.9M reactions from patents (1976-2016). Predict the reactants needed to synthesize the given product. (1) Given the product [CH3:32][NH:33][C:29]([C:10]1[N:11]([CH3:28])[C:12]([CH2:16][NH:17][S:18]([C:21]2[CH:26]=[CH:25][CH:24]=[C:23]([Cl:27])[CH:22]=2)(=[O:19])=[O:20])=[CH:13][C:14](=[O:15])[C:9]=1[O:8][CH2:1][C:2]1[CH:3]=[CH:4][CH:5]=[CH:6][CH:7]=1)=[O:30], predict the reactants needed to synthesize it. The reactants are: [CH2:1]([O:8][C:9]1[C:14](=[O:15])[CH:13]=[C:12]([CH2:16][NH:17][S:18]([C:21]2[CH:26]=[CH:25][CH:24]=[C:23]([Cl:27])[CH:22]=2)(=[O:20])=[O:19])[N:11]([CH3:28])[C:10]=1[C:29](O)=[O:30])[C:2]1[CH:7]=[CH:6][CH:5]=[CH:4][CH:3]=1.[CH3:32][NH:33]C(C1N(C)C(C(S(C2C=CC=CC=2)(=O)=O)N)=CC(=O)C=1OCC1C=CC=CC=1)=O. (2) Given the product [F:44][C:42]([F:43])([F:45])[C:34]1[CH:33]=[C:32]([CH:37]=[C:36]([C:38]([F:41])([F:40])[F:39])[CH:35]=1)[CH2:31][N:22]([C@H:18]1[CH2:19][CH2:20][CH2:21][NH:15][C:16]2[CH:49]=[C:48]([C:50]([F:51])([F:52])[F:53])[C:47]([CH3:54])=[CH:46][C:17]1=2)[C:23]1[N:24]=[N:25][N:26]([CH2:28][CH2:29][OH:30])[N:27]=1, predict the reactants needed to synthesize it. The reactants are: FC(F)(F)C(O)=O.C(OC([N:15]1[CH2:21][CH2:20][CH2:19][C@H:18]([N:22]([CH2:31][C:32]2[CH:37]=[C:36]([C:38]([F:41])([F:40])[F:39])[CH:35]=[C:34]([C:42]([F:45])([F:44])[F:43])[CH:33]=2)[C:23]2[N:24]=[N:25][N:26]([CH2:28][CH2:29][OH:30])[N:27]=2)[C:17]2[CH:46]=[C:47]([CH3:54])[C:48]([C:50]([F:53])([F:52])[F:51])=[CH:49][C:16]1=2)=O)(C)(C)C. (3) Given the product [CH3:1][C:2]1([C:5]2[NH:16][C:8]3[C:7]([CH:6]=2)=[CH:12][C:11]([N+:13]([O-:15])=[O:14])=[CH:10][CH:9]=3)[CH2:4][CH2:3]1, predict the reactants needed to synthesize it. The reactants are: [CH3:1][C:2]1([C:5]#[C:6][C:7]2[CH:12]=[C:11]([N+:13]([O-:15])=[O:14])[CH:10]=[CH:9][C:8]=2[NH:16]C(=O)CCC)[CH2:4][CH2:3]1.CCCC[N+](CCCC)(CCCC)CCCC.[F-]. (4) Given the product [C:33]([NH:1][C:2]1[S:3][C:4]2[N:5]=[C:6]([NH:11][C:12]3[CH:13]=[C:14]([NH:19][C:20](=[O:32])[C:21]4[CH:26]=[CH:25][CH:24]=[C:23]([C:27]([C:30]#[N:31])([CH3:29])[CH3:28])[CH:22]=4)[CH:15]=[CH:16][C:17]=3[CH3:18])[N:7]=[CH:8][C:9]=2[N:10]=1)(=[O:35])[CH3:34], predict the reactants needed to synthesize it. The reactants are: [NH2:1][C:2]1[S:3][C:4]2[N:5]=[C:6]([NH:11][C:12]3[CH:13]=[C:14]([NH:19][C:20](=[O:32])[C:21]4[CH:26]=[CH:25][CH:24]=[C:23]([C:27]([C:30]#[N:31])([CH3:29])[CH3:28])[CH:22]=4)[CH:15]=[CH:16][C:17]=3[CH3:18])[N:7]=[CH:8][C:9]=2[N:10]=1.[C:33](Cl)(=[O:35])[CH3:34].C(=O)([O-])O.[Na+]. (5) Given the product [Cl:28][C:10]1[C:9]2[C:5]([CH2:4][C:3]([OH:29])=[O:2])=[CH:6][S:7][C:8]=2[C:13]([F:14])=[C:12]([O:15][CH2:16][C:17]2[C:18]([CH3:27])=[N:19][C:20]([C:23]([F:24])([F:26])[F:25])=[CH:21][CH:22]=2)[CH:11]=1, predict the reactants needed to synthesize it. The reactants are: C[O:2][C:3](=[O:29])[CH2:4][C:5]1[C:9]2[C:10]([Cl:28])=[CH:11][C:12]([O:15][CH2:16][C:17]3[C:18]([CH3:27])=[N:19][C:20]([C:23]([F:26])([F:25])[F:24])=[CH:21][CH:22]=3)=[C:13]([F:14])[C:8]=2[S:7][CH:6]=1.C1COCC1.[OH-].[Na+].Cl. (6) The reactants are: Br[C:2]1[CH:11]=[C:10]2[C:5]([C:6]([CH3:20])([CH3:19])[CH2:7][C:8](C(=O)C)=[C:9]2[C:12]([CH3:15])([CH3:14])[CH3:13])=[CH:4][C:3]=1[O:21][CH2:22][CH2:23][CH3:24].[CH3:25][CH2:26][O:27][C:28]([CH:30](P(OCC)(OCC)=O)[F:31])=[O:29].[CH:40]([N-]C(C)C)(C)[CH3:41].[Li+]. Given the product [F:31]/[C:30](=[C:40](/[C:2]1[CH:11]=[C:10]2[C:5]([C:6]([CH3:19])([CH3:20])[CH2:7][CH:8]=[C:9]2[C:12]([CH3:13])([CH3:14])[CH3:15])=[CH:4][C:3]=1[O:21][CH2:22][CH2:23][CH3:24])\[CH3:41])/[C:28]([O:27][CH2:26][CH3:25])=[O:29], predict the reactants needed to synthesize it. (7) The reactants are: Br[C:2]1[N:3]=[CH:4][C:5]([OH:9])=[N:6][C:7]=1[Cl:8].[C:10]1([CH3:31])[CH:15]=[CH:14][CH:13]=[CH:12][C:11]=1P([C:11]1[CH:12]=[CH:13][CH:14]=[CH:15][C:10]=1[CH3:31])[C:11]1[CH:12]=[CH:13][CH:14]=[CH:15][C:10]=1[CH3:31].C(=O)([O-])[O-].[Na+].[Na+].CC1C=CC(B(O)O)=CC=1. Given the product [Cl:8][C:7]1[N:6]=[C:5]([OH:9])[CH:4]=[N:3][C:2]=1[C:13]1[CH:14]=[CH:15][C:10]([CH3:31])=[CH:11][CH:12]=1, predict the reactants needed to synthesize it.